From a dataset of Full USPTO retrosynthesis dataset with 1.9M reactions from patents (1976-2016). Predict the reactants needed to synthesize the given product. (1) Given the product [C:1]1([CH3:35])[CH:2]=[CH:3][C:4]([C:7]2[N:8]=[C:9]3[CH2:23][CH2:22][CH2:21][N:20]([CH2:24][CH2:25][CH2:26][CH2:27][C:28](=[O:34])[CH2:29][C:30]([O:32][CH3:33])=[O:31])[C:10]3=[N:11][C:12]=2[C:13]2[CH:14]=[CH:15][C:16]([CH3:19])=[CH:17][CH:18]=2)=[CH:5][CH:6]=1, predict the reactants needed to synthesize it. The reactants are: [C:1]1([CH3:35])[CH:6]=[CH:5][C:4]([C:7]2[N:8]=[C:9]3[CH2:23][CH2:22][CH2:21][N:20]([CH2:24][CH2:25][CH2:26][CH2:27][CH:28]([OH:34])[CH2:29][C:30]([O:32][CH3:33])=[O:31])[C:10]3=[N:11][C:12]=2[C:13]2[CH:18]=[CH:17][C:16]([CH3:19])=[CH:15][CH:14]=2)=[CH:3][CH:2]=1.CC(OI1(OC(C)=O)(OC(C)=O)OC(=O)C2C=CC=CC1=2)=O. (2) Given the product [CH:1]1([C:4]2[NH:8][N:7]=[C:6]([NH:9][C:10]3[C:15]([NH2:16])=[CH:14][N:13]=[C:12]([NH:19][C@H:20]([C:22]4[CH:23]=[CH:24][C:25]([F:28])=[CH:26][CH:27]=4)[CH3:21])[N:11]=3)[CH:5]=2)[CH2:3][CH2:2]1, predict the reactants needed to synthesize it. The reactants are: [CH:1]1([C:4]2[NH:8][N:7]=[C:6]([NH:9][C:10]3[C:15]([N+:16]([O-])=O)=[CH:14][N:13]=[C:12]([NH:19][C@H:20]([C:22]4[CH:27]=[CH:26][C:25]([F:28])=[CH:24][CH:23]=4)[CH3:21])[N:11]=3)[CH:5]=2)[CH2:3][CH2:2]1.